From a dataset of Reaction yield outcomes from USPTO patents with 853,638 reactions. Predict the reaction yield, written as a fraction of the theoretical maximum amount of product (1.0 means a 100% yield; for example, 0.34 means a 34% yield). (1) The reactants are [OH-:1].[Li+].NC1C=CC=CC=1N[C:11]([C:13]1[S:14][C:15]([N:18]2[CH2:23][CH2:22][CH2:21][CH2:20]C2)=[CH:16][CH:17]=1)=[O:12]. The catalyst is CO. The product is [N:18]1([C:15]2[S:14][C:13]([C:11]([OH:12])=[O:1])=[CH:17][CH:16]=2)[CH2:23][CH2:22][CH2:21][CH2:20]1. The yield is 0.660. (2) The reactants are [CH3:1][O:2][C:3]1[CH:8]=[CH:7][C:6]([C:9]2[C:10](=[O:19])[NH:11][C:12]3([CH2:18][CH2:17][CH2:16][CH2:15][CH2:14]3)[N:13]=2)=[CH:5][CH:4]=1.Br[CH2:21][C:22]([O:24][CH2:25][CH3:26])=[O:23].C(=O)([O-])[O-].[K+].[K+]. The catalyst is CC(C)=O. The product is [CH2:25]([O:24][C:22](=[O:23])[CH2:21][N:11]1[C:12]2([CH2:18][CH2:17][CH2:16][CH2:15][CH2:14]2)[N:13]=[C:9]([C:6]2[CH:5]=[CH:4][C:3]([O:2][CH3:1])=[CH:8][CH:7]=2)[C:10]1=[O:19])[CH3:26]. The yield is 0.610. (3) The reactants are Br[C:2]1[S:6][C:5]([C:7]2[CH:8]=[C:9]3[C:13](=[CH:14][CH:15]=2)[N:12]([CH3:16])[CH:11]=[CH:10]3)=[CH:4][CH:3]=1.[NH2:17][C:18]1[CH:19]=[N:20][CH:21]=[C:22](B(O)O)[CH:23]=1. No catalyst specified. The product is [CH3:16][N:12]1[C:13]2[C:9](=[CH:8][C:7]([C:5]3[S:6][C:2]([C:22]4[CH:23]=[C:18]([NH2:17])[CH:19]=[N:20][CH:21]=4)=[CH:3][CH:4]=3)=[CH:15][CH:14]=2)[CH:10]=[CH:11]1. The yield is 0.650. (4) The reactants are [Cl:1][C:2]1[N:10]=[C:9]2[C:5]([NH:6][CH:7]=[N:8]2)=[C:4]([Cl:11])[N:3]=1.[O:12]1[CH:17]=[CH:16][CH2:15][CH2:14][CH2:13]1.C1(C)C=CC(S(O)(=O)=O)=CC=1. The catalyst is CCOC(C)=O. The product is [Cl:1][C:2]1[N:10]=[C:9]2[C:5]([N:6]=[CH:7][N:8]2[CH:13]2[CH2:14][CH2:15][CH2:16][CH2:17][O:12]2)=[C:4]([Cl:11])[N:3]=1. The yield is 0.800.